Dataset: Catalyst prediction with 721,799 reactions and 888 catalyst types from USPTO. Task: Predict which catalyst facilitates the given reaction. (1) Reactant: [C:1]([O:5][C:6]([NH:8][C@@H:9]([CH2:20][CH2:21][CH2:22][C@H:23]([O:33][CH2:34][CH2:35][CH3:36])[C@H:24]([C@@H:30]([OH:32])[CH3:31])[CH2:25][CH2:26][CH:27]([CH3:29])[CH3:28])[C:10]([O:12]CC1C=CC=CC=1)=[O:11])=[O:7])([CH3:4])([CH3:3])[CH3:2]. Product: [C:1]([O:5][C:6]([NH:8][C@@H:9]([CH2:20][CH2:21][CH2:22][C@H:23]([O:33][CH2:34][CH2:35][CH3:36])[C@H:24]([C@@H:30]([OH:32])[CH3:31])[CH2:25][CH2:26][CH:27]([CH3:29])[CH3:28])[C:10]([OH:12])=[O:11])=[O:7])([CH3:2])([CH3:3])[CH3:4]. The catalyst class is: 123. (2) Reactant: [N+:1]([C:4]1[CH:32]=[CH:31][C:7]([C:8]([O:10][C:11]([CH:28]2[CH2:30][CH2:29]2)([C:24]([F:27])([F:26])[F:25])[C:12]#[C:13][Si](C(C)C)(C(C)C)C(C)C)=[O:9])=[CH:6][CH:5]=1)([O-:3])=[O:2].[F-].C([N+](CCCC)(CCCC)CCCC)CCC. Product: [N+:1]([C:4]1[CH:5]=[CH:6][C:7]([C:8]([O:10][C:11]([CH:28]2[CH2:29][CH2:30]2)([C:24]([F:25])([F:26])[F:27])[C:12]#[CH:13])=[O:9])=[CH:31][CH:32]=1)([O-:3])=[O:2]. The catalyst class is: 20. (3) Reactant: [CH3:1][C:2]([CH3:7])([CH3:6])[C:3]([NH2:5])=[O:4].C[Si]([N-][Si](C)(C)C)(C)C.[Li+].Cl[C:19]([O:21][C:22]([CH3:24])=[CH2:23])=[O:20]. Product: [C:3]([NH:5][C:19](=[O:20])[O:21][C:22]([CH3:24])=[CH2:23])(=[O:4])[C:2]([CH3:7])([CH3:6])[CH3:1]. The catalyst class is: 1. (4) Reactant: [CH:1]([N:4]1[C:9](=[O:10])[CH:8]=[CH:7][C:6]([C:11]2[N:16]=[C:15]([C:17]#[N:18])[C:14]([NH:19]CC3C=CC(OC)=CC=3)=[N:13][C:12]=2[C:29]2[CH:34]=[CH:33][CH:32]=[CH:31][CH:30]=2)=[N:5]1)([CH3:3])[CH3:2].ClC1C(=O)C(C#N)=C(C#N)C(=O)C=1Cl.CCCCCC.CCOC(C)=O. Product: [NH2:19][C:14]1[C:15]([C:17]#[N:18])=[N:16][C:11]([C:6]2[CH:7]=[CH:8][C:9](=[O:10])[N:4]([CH:1]([CH3:3])[CH3:2])[N:5]=2)=[C:12]([C:29]2[CH:30]=[CH:31][CH:32]=[CH:33][CH:34]=2)[N:13]=1. The catalyst class is: 408. (5) Reactant: [OH:1][CH:2]1[CH2:6][CH2:5][CH:4]([O:7][C:8]2[CH:13]=[CH:12][C:11]([N:14]3[C:23](=[O:24])[C:22]4[C:17](=[CH:18][CH:19]=[CH:20][CH:21]=4)[N:16]=[C:15]3[CH3:25])=[CH:10][CH:9]=2)[CH2:3]1.C(N(CC)CC)C.[S:33](Cl)([CH3:36])(=[O:35])=[O:34].O. Product: [CH3:36][S:33]([O:1][CH:2]1[CH2:6][CH2:5][CH:4]([O:7][C:8]2[CH:13]=[CH:12][C:11]([N:14]3[C:23](=[O:24])[C:22]4[C:17](=[CH:18][CH:19]=[CH:20][CH:21]=4)[N:16]=[C:15]3[CH3:25])=[CH:10][CH:9]=2)[CH2:3]1)(=[O:35])=[O:34]. The catalyst class is: 2.